From a dataset of CYP3A4 inhibition data for predicting drug metabolism from PubChem BioAssay. Regression/Classification. Given a drug SMILES string, predict its absorption, distribution, metabolism, or excretion properties. Task type varies by dataset: regression for continuous measurements (e.g., permeability, clearance, half-life) or binary classification for categorical outcomes (e.g., BBB penetration, CYP inhibition). Dataset: cyp3a4_veith. (1) The drug is O=C(CCCCCn1c(=S)[nH]c2cc3c(cc2c1=O)OCO3)N1CCN(C2CCCCC2)CC1. The result is 1 (inhibitor). (2) The molecule is COCCn1nc2cc(C(=O)NCc3cc(C(F)(F)F)cc(C(F)(F)F)c3)ccc2c1OC. The result is 0 (non-inhibitor). (3) The compound is O=C(COc1ccc(-c2ccccc2)cc1)N/N=C/c1ccccc1Br. The result is 1 (inhibitor).